Predict the reactants needed to synthesize the given product. From a dataset of Full USPTO retrosynthesis dataset with 1.9M reactions from patents (1976-2016). (1) Given the product [CH3:1][O:2][C:3]([C:5]1[C:9]([CH2:10][Br:27])=[C:8]([C:11]2[CH:12]=[CH:13][C:14]([O:17][CH3:18])=[CH:15][CH:16]=2)[N:7]([C:19]2[CH:24]=[CH:23][C:22]([Cl:25])=[CH:21][C:20]=2[Cl:26])[N:6]=1)=[O:4], predict the reactants needed to synthesize it. The reactants are: [CH3:1][O:2][C:3]([C:5]1[C:9]([CH3:10])=[C:8]([C:11]2[CH:16]=[CH:15][C:14]([O:17][CH3:18])=[CH:13][CH:12]=2)[N:7]([C:19]2[CH:24]=[CH:23][C:22]([Cl:25])=[CH:21][C:20]=2[Cl:26])[N:6]=1)=[O:4].[Br:27]N1C(=O)CCC1=O. (2) The reactants are: Cl[C:2]1[C:11]2[C:6](=[CH:7][CH:8]=[CH:9][CH:10]=2)[CH:5]=[C:4]([NH:12][C:13]2[CH:17]=[CH:16][NH:15][N:14]=2)[N:3]=1.[C:18]([C:20]1[CH:21]=[C:22]([OH:26])[CH:23]=[CH:24][CH:25]=1)#[N:19]. Given the product [NH:15]1[CH:16]=[CH:17][C:13]([NH:12][C:4]2[N:3]=[C:2]([O:26][C:22]3[CH:21]=[C:20]([CH:25]=[CH:24][CH:23]=3)[C:18]#[N:19])[C:11]3[C:6]([CH:5]=2)=[CH:7][CH:8]=[CH:9][CH:10]=3)=[N:14]1, predict the reactants needed to synthesize it. (3) Given the product [Cl:21][C:16]1[CH:15]=[C:14]([CH:19]=[CH:18][C:17]=1[Cl:20])[O:13][C:5]1[C:4]([O:22][CH3:23])=[CH:3][C:2]([NH:1][CH:25]([CH3:40])[CH2:26][CH2:27][CH2:28][N:29]2[C:33](=[O:34])[C:32]3=[CH:35][CH:36]=[CH:37][CH:38]=[C:31]3[C:30]2=[O:39])=[C:11]2[C:6]=1[CH:7]=[CH:8][CH2:9][N:10]2[CH3:45].[Cl:21][C:16]1[CH:15]=[C:14]([CH:19]=[CH:18][C:17]=1[Cl:20])[O:13][C:5]1[C:4]([O:22][CH3:23])=[CH:3][C:2]([NH:1][CH:25]([CH3:40])[CH2:26][CH2:27][CH2:28][N:29]2[C:33](=[O:34])[C:32]3=[CH:35][CH:36]=[CH:37][CH:38]=[C:31]3[C:30]2=[O:39])=[C:11]2[C:6]=1[C:7]([CH3:12])=[CH:8][CH:9]=[N:10]2, predict the reactants needed to synthesize it. The reactants are: [NH2:1][C:2]1[CH:3]=[C:4]([O:22][CH3:23])[C:5]([O:13][C:14]2[CH:19]=[CH:18][C:17]([Cl:20])=[C:16]([Cl:21])[CH:15]=2)=[C:6]2[C:11]=1[N:10]=[CH:9][CH:8]=[C:7]2[CH3:12].O=[C:25]([CH3:40])[CH2:26][CH2:27][CH2:28][N:29]1[C:33](=[O:34])[C:32]2=[CH:35][CH:36]=[CH:37][CH:38]=[C:31]2[C:30]1=[O:39].[BH4-].[Na+].[OH-].[Na+].[C:45](O)(=O)C. (4) Given the product [Cl:21][C:15]1[CH:16]=[C:17]([Cl:20])[CH:18]=[CH:19][C:14]=1[CH:5]1[N:6]=[C:7]([C:9]2[S:10][CH:11]=[CH:12][N:13]=2)[NH:8][C:3]([CH2:2][N:28]2[CH2:33][CH2:32][O:31][CH2:30][CH:29]2[CH2:34][C:35]([OH:37])=[O:36])=[C:4]1[C:22]([O:24][CH2:25][CH3:26])=[O:23], predict the reactants needed to synthesize it. The reactants are: Br[CH2:2][C:3]1[NH:8][C:7]([C:9]2[S:10][CH:11]=[CH:12][N:13]=2)=[N:6][CH:5]([C:14]2[CH:19]=[CH:18][C:17]([Cl:20])=[CH:16][C:15]=2[Cl:21])[C:4]=1[C:22]([O:24][CH2:25][CH3:26])=[O:23].Cl.[NH:28]1[CH2:33][CH2:32][O:31][CH2:30][CH:29]1[CH2:34][C:35]([OH:37])=[O:36]. (5) Given the product [CH2:23]([O:25][C:26]([NH:1][C:2]1[CH:20]=[CH:19][C:5]2[C:6]3[C:14]([O:15][CH:16]([F:18])[F:17])=[CH:13][CH:12]=[CH:11][C:7]=3[O:8][C:9](=[O:10])[C:4]=2[C:3]=1[Br:21])=[O:32])[C:35]1[CH:40]=[CH:39][CH:38]=[CH:37][CH:36]=1, predict the reactants needed to synthesize it. The reactants are: [NH2:1][C:2]1[CH:20]=[CH:19][C:5]2[C:6]3[C:14]([O:15][CH:16]([F:18])[F:17])=[CH:13][CH:12]=[CH:11][C:7]=3[O:8][C:9](=[O:10])[C:4]=2[C:3]=1[Br:21].Cl[C:23](Cl)([O:25][C:26](=[O:32])OC(Cl)(Cl)Cl)Cl.C(O)[C:35]1[CH:40]=[CH:39][CH:38]=[CH:37][CH:36]=1. (6) Given the product [Br:11][C:10]1[C:3]2[C:2]([Cl:1])=[N:7][CH:6]=[N:5][C:4]=2[NH:8][CH:9]=1, predict the reactants needed to synthesize it. The reactants are: [Cl:1][C:2]1[C:3]2[CH:10]=[CH:9][NH:8][C:4]=2[N:5]=[CH:6][N:7]=1.[Br:11]N1C(=O)CCC1=O.CO. (7) Given the product [OH:25][C:2]1[CH:10]=[C:9]([C:11]2[C:16]([C:17]([F:20])([F:19])[F:18])=[CH:15][CH:14]=[CH:13][N:12]=2)[CH:8]=[CH:7][C:3]=1[C:4]([OH:22])=[O:5], predict the reactants needed to synthesize it. The reactants are: N[C:2]1[CH:10]=[C:9]([C:11]2[C:16]([C:17]([F:20])([F:19])[F:18])=[CH:15][CH:14]=[CH:13][N:12]=2)[CH:8]=[CH:7][C:3]=1[C:4](N)=[O:5].N([O-])=[O:22].[Na+].[OH-:25].[Na+].